This data is from Reaction yield outcomes from USPTO patents with 853,638 reactions. The task is: Predict the reaction yield, written as a fraction of the theoretical maximum amount of product (1.0 means a 100% yield; for example, 0.34 means a 34% yield). (1) The reactants are [OH:1][CH2:2][CH2:3][CH2:4][NH:5][C:6]1[CH:11]=[CH:10][CH:9]=[CH:8][N+:7]=1[O-:12].[C:13](O[C:13]([O:15][C:16]([CH3:19])([CH3:18])[CH3:17])=[O:14])([O:15][C:16]([CH3:19])([CH3:18])[CH3:17])=[O:14]. The catalyst is C(O)(C)(C)C. The product is [OH:1][CH2:2][CH2:3][CH2:4][N:5]([C:6]1[CH:11]=[CH:10][CH:9]=[CH:8][N+:7]=1[O-:12])[C:13]([O:15][C:16]([CH3:19])([CH3:18])[CH3:17])=[O:14]. The yield is 0.980. (2) The product is [F:1][C:2]1[CH:9]=[C:8]([N:10]2[CH2:15][CH2:14][C:13]3[N:16]=[C:17]([C:19]4[CH:24]=[CH:23][CH:22]=[CH:21][N:20]=4)[O:18][C:12]=3[CH2:11]2)[CH:7]=[C:4]([C:33]2[CH:38]=[CH:37][N:36]=[CH:35][CH:34]=2)[CH:3]=1. No catalyst specified. The reactants are [F:1][C:2]1[CH:3]=[C:4]([CH:7]=[C:8]([N:10]2[CH2:15][CH2:14][C:13]3[N:16]=[C:17]([C:19]4[CH:24]=[CH:23][CH:22]=[CH:21][N:20]=4)[O:18][C:12]=3[CH2:11]2)[CH:9]=1)C#N.BrC1C=C([C:33]2[CH:38]=[CH:37][N:36]=[CH:35][CH:34]=2)C=C(F)C=1. The yield is 0.0400. (3) The product is [F:1][C:2]([F:7])([F:6])[C:3]([OH:5])=[O:4].[C:8]1([C:14]2[CH:19]=[C:18]([CH:20]3[CH2:21][CH2:22][N:23]([C:43]4[CH:48]=[CH:47][CH:46]=[CH:45][N:44]=4)[CH2:24][CH2:25]3)[CH:17]=[CH:16][C:15]=2[NH:26][C:27]([C:29]2[NH:30][CH:31]=[C:32]([C:34]#[N:35])[N:33]=2)=[O:28])[CH2:13][CH2:12][CH2:11][CH2:10][CH:9]=1. The yield is 0.750. The catalyst is O. The reactants are [F:1][C:2]([F:7])([F:6])[C:3]([OH:5])=[O:4].[C:8]1([C:14]2[CH:19]=[C:18]([CH:20]3[CH2:25][CH2:24][NH:23][CH2:22][CH2:21]3)[CH:17]=[CH:16][C:15]=2[NH:26][C:27]([C:29]2[NH:30][CH:31]=[C:32]([C:34]#[N:35])[N:33]=2)=[O:28])[CH2:13][CH2:12][CH2:11][CH2:10][CH:9]=1.C([O-])([O-])=O.[K+].[K+].F[C:43]1[CH:48]=[CH:47][CH:46]=[CH:45][N:44]=1.CN(C)C(=O)C. (4) The reactants are CO.[F:3][C:4]1[CH:9]=[CH:8][C:7]([F:10])=[CH:6][C:5]=1[C@H:11]1[CH2:15][CH2:14][CH2:13][N:12]1[C:16]1[CH:21]=[CH:20][N:19]2[N:22]=[CH:23][C:24]([NH:25][C:26]([N:28]3[CH2:31][CH:30]([OH:32])[CH2:29]3)=[O:27])=[C:18]2[N:17]=1.[ClH:33]. The catalyst is O1CCOCC1. The product is [ClH:33].[F:3][C:4]1[CH:9]=[CH:8][C:7]([F:10])=[CH:6][C:5]=1[C@H:11]1[CH2:15][CH2:14][CH2:13][N:12]1[C:16]1[CH:21]=[CH:20][N:19]2[N:22]=[CH:23][C:24]([NH:25][C:26]([N:28]3[CH2:31][CH:30]([OH:32])[CH2:29]3)=[O:27])=[C:18]2[N:17]=1. The yield is 1.01. (5) The reactants are Br[C:2]1[CH:3]=[CH:4][C:5]2[C:6]3[C:14](=[O:15])[NH:13][CH:12]=[CH:11][C:7]=3[NH:8][C:9]=2[CH:10]=1.[C:16]([O-:19])(=[O:18])C.[Na+].[CH3:21]O. The catalyst is CC(N(C)C)=O.C1(P(C2C=CC=CC=2)[C-]2C=CC=C2)C=CC=CC=1.[C-]1(P(C2C=CC=CC=2)C2C=CC=CC=2)C=CC=C1.[Fe+2].C([O-])(=O)C.[Pd+2].C([O-])(=O)C. The product is [CH3:21][O:19][C:16]([C:2]1[CH:3]=[CH:4][C:5]2[C:6]3[C:14](=[O:15])[NH:13][CH:12]=[CH:11][C:7]=3[NH:8][C:9]=2[CH:10]=1)=[O:18]. The yield is 0.850.